From a dataset of Full USPTO retrosynthesis dataset with 1.9M reactions from patents (1976-2016). Predict the reactants needed to synthesize the given product. (1) Given the product [C:1]([O:5][C:6]([N:8]1[CH2:9][CH2:10][N:11]([C:14]2[CH:15]=[CH:16][C:17]([C:20]3[N:26]=[N:27][NH:28][N:21]=3)=[CH:18][CH:19]=2)[CH2:12][CH2:13]1)=[O:7])([CH3:4])([CH3:2])[CH3:3], predict the reactants needed to synthesize it. The reactants are: [C:1]([O:5][C:6]([N:8]1[CH2:13][CH2:12][N:11]([C:14]2[CH:19]=[CH:18][C:17]([C:20]#[N:21])=[CH:16][CH:15]=2)[CH2:10][CH2:9]1)=[O:7])([CH3:4])([CH3:3])[CH3:2].C[Sn]([N:26]=[N+:27]=[N-:28])(C)C. (2) Given the product [NH2:14][C:13]([C:11]1[CH:10]=[CH:9][CH:8]=[C:7]([N:1]2[CH2:2][CH2:3][O:4][CH2:5][CH2:6]2)[N:12]=1)=[CH:22][C:21]#[N:23], predict the reactants needed to synthesize it. The reactants are: [N:1]1([C:7]2[N:12]=[C:11]([C:13]#[N:14])[CH:10]=[CH:9][CH:8]=2)[CH2:6][CH2:5][O:4][CH2:3][CH2:2]1.CC(C)([O-])C.[K+].[C:21](#[N:23])[CH3:22].C(=O)(O)[O-].[Na+]. (3) Given the product [CH3:9][O:10][CH2:11][CH2:12][C:13]1[C:21]2[C:20]([NH:22][C@H:23]3[CH2:24][N:25]([C:1](=[O:4])[CH:2]=[CH2:3])[C@@H:26]([CH3:29])[CH2:27][CH2:28]3)=[N:19][CH:18]=[N:17][C:16]=2[N:15]([S:30]([C:33]2[CH:39]=[CH:38][C:36]([CH3:37])=[CH:35][CH:34]=2)(=[O:32])=[O:31])[CH:14]=1, predict the reactants needed to synthesize it. The reactants are: [CH:1](=[O:4])[CH:2]=[CH2:3].C(Cl)(Cl)Cl.[CH3:9][O:10][CH2:11][CH2:12][C:13]1[C:21]2[C:20]([NH:22][C@@H:23]3[CH2:28][CH2:27][C@H:26]([CH3:29])[NH:25][CH2:24]3)=[N:19][CH:18]=[N:17][C:16]=2[N:15]([S:30]([C:33]2[CH:39]=[CH:38][C:36]([CH3:37])=[CH:35][CH:34]=2)(=[O:32])=[O:31])[CH:14]=1.CCN(C(C)C)C(C)C.C(Cl)(=O)C=C.C([O-])(O)=O.[Na+]. (4) Given the product [F:14][C:15]1[CH:16]=[CH:17][C:18]([NH:23][C:22](=[O:21])[C:24]2[CH:29]=[CH:28][C:27]([N:30]3[CH2:31][CH2:32][CH2:33][CH2:34]3)=[CH:26][C:25]=2[O:35][CH:36]2[CH2:41][CH2:40][N:39]([CH3:42])[CH2:38][CH2:37]2)=[C:19]([CH:44]=1)[C:20]([NH:4][C:3]1[CH:5]=[CH:6][CH:7]=[CH:8][C:2]=1[F:1])=[O:43], predict the reactants needed to synthesize it. The reactants are: [F:1][C:2]1[CH:8]=[CH:7][CH:6]=[CH:5][C:3]=1[NH2:4].C([Mg]Br)C=C.[F:14][C:15]1[CH:16]=[CH:17][C:18]2[N:23]=[C:22]([C:24]3[CH:29]=[CH:28][C:27]([N:30]4[CH2:34][CH2:33][CH2:32][CH2:31]4)=[CH:26][C:25]=3[O:35][CH:36]3[CH2:41][CH2:40][N:39]([CH3:42])[CH2:38][CH2:37]3)[O:21][C:20](=[O:43])[C:19]=2[CH:44]=1.[N-]=C=O. (5) Given the product [CH:23]([O:22][C:20](=[O:21])[C:18]1[CH:19]=[C:14]([C:12]#[N:13])[C:15]([N:28]2[CH2:33][CH2:32][CH:31]([C:34](=[O:35])[NH:11][S:8]([CH2:7][C:1]3[CH:2]=[CH:3][CH:4]=[CH:5][CH:6]=3)(=[O:9])=[O:10])[CH2:30][CH2:29]2)=[N:16][C:17]=1[C:26]#[N:27])([CH3:25])[CH3:24], predict the reactants needed to synthesize it. The reactants are: [C:1]1([CH2:7][S:8]([NH2:11])(=[O:10])=[O:9])[CH:6]=[CH:5][CH:4]=[CH:3][CH:2]=1.[C:12]([C:14]1[C:15]([N:28]2[CH2:33][CH2:32][CH:31]([C:34](O)=[O:35])[CH2:30][CH2:29]2)=[N:16][C:17]([C:26]#[N:27])=[C:18]([C:20]([O:22][CH:23]([CH3:25])[CH3:24])=[O:21])[CH:19]=1)#[N:13].CCN(C(C)C)C(C)C.C1CN([P+](Br)(N2CCCC2)N2CCCC2)CC1.F[P-](F)(F)(F)(F)F. (6) The reactants are: [Cl:1][C:2]1[CH:7]=[CH:6][C:5]([C:8]2[NH:9][C:10]3[N:11]([N:15]=[C:16]([O:24]C)[C:17]=3[C:18]3[O:22][N:21]=[C:20]([CH3:23])[N:19]=3)[C:12](=[O:14])[CH:13]=2)=[CH:4][CH:3]=1. Given the product [Cl:1][C:2]1[CH:7]=[CH:6][C:5]([C:8]2[NH:9][C:10]3[N:11]([N:15]=[C:16]([OH:24])[C:17]=3[C:18]3[O:22][N:21]=[C:20]([CH3:23])[N:19]=3)[C:12](=[O:14])[CH:13]=2)=[CH:4][CH:3]=1, predict the reactants needed to synthesize it. (7) Given the product [NH2:1][C:2]1[C:3]([Br:21])=[CH:4][C:5]2[C:9]([CH:10]=1)=[N:8][N:7]([C:11]1[CH:16]=[CH:15][C:14]([F:17])=[CH:13][CH:12]=1)[C:6]=2[C:18]([NH:24][CH3:23])=[O:19], predict the reactants needed to synthesize it. The reactants are: [NH2:1][C:2]1[C:3]([Br:21])=[CH:4][C:5]2[C:9]([CH:10]=1)=[N:8][N:7]([C:11]1[CH:16]=[CH:15][C:14]([F:17])=[CH:13][CH:12]=1)[C:6]=2[C:18](O)=[O:19].C[CH2:23][N:24]=C=NCCCN(C)C.C1C=CC2N(O)N=NC=2C=1.CN.Cl.